From a dataset of Full USPTO retrosynthesis dataset with 1.9M reactions from patents (1976-2016). Predict the reactants needed to synthesize the given product. (1) Given the product [C:27]([O:19][CH2:1][CH2:2][CH2:3][CH2:4][CH2:5][CH2:6][CH2:7][CH2:8]/[CH:9]=[CH:10]\[CH2:11][CH2:12][CH2:13][CH2:14][CH2:15][CH2:16][CH2:17][CH3:18])(=[O:30])[CH:28]=[CH2:29], predict the reactants needed to synthesize it. The reactants are: [CH2:1]([OH:19])[CH2:2][CH2:3][CH2:4][CH2:5][CH2:6][CH2:7][CH2:8]/[CH:9]=[CH:10]\[CH2:11][CH2:12][CH2:13][CH2:14][CH2:15][CH2:16][CH2:17][CH3:18].C(N(CC)CC)C.[C:27](Cl)(=[O:30])[CH:28]=[CH2:29]. (2) Given the product [Cl:11][C:12]1[CH:19]=[C:18]([Cl:20])[CH:17]=[CH:16][C:13]=1[C:14]([CH2:6][C:5]1[CH:8]=[CH:9][C:2]([Cl:1])=[CH:3][CH:4]=1)=[O:23], predict the reactants needed to synthesize it. The reactants are: [Cl:1][C:2]1[CH:9]=[CH:8][C:5]([CH2:6]Br)=[CH:4][CH:3]=1.[Mg].[Cl:11][C:12]1[CH:19]=[C:18]([Cl:20])[CH:17]=[CH:16][C:13]=1[C:14]#N.CC[O:23]CC. (3) The reactants are: C[O:2][C:3](=[O:22])[C:4]1[CH:9]=[C:8]([Br:10])[CH:7]=[CH:6][C:5]=1[CH2:11][CH2:12][C:13]1[CH:18]=[CH:17][CH:16]=[C:15]([O:19][CH3:20])[C:14]=1[CH3:21].[OH-].[K+].O.CO. Given the product [Br:10][C:8]1[CH:7]=[CH:6][C:5]([CH2:11][CH2:12][C:13]2[CH:18]=[CH:17][CH:16]=[C:15]([O:19][CH3:20])[C:14]=2[CH3:21])=[C:4]([CH:9]=1)[C:3]([OH:22])=[O:2], predict the reactants needed to synthesize it. (4) Given the product [F:56][C:57]1[CH:62]=[C:61]([F:63])[C:60]([F:64])=[CH:59][C:58]=1[NH:65][C:66](=[O:67])[NH:32][C:33]1[CH:34]=[CH:35][C:36]([C:39]2[S:43][C:42]([CH:44]3[CH2:45][CH2:46][CH:47]([CH2:50][C:51]([O:53][CH2:54][CH3:55])=[O:52])[CH2:48][CH2:49]3)=[N:41][CH:40]=2)=[CH:37][CH:38]=1, predict the reactants needed to synthesize it. The reactants are: FC(F)(F)C1C=C(NC(=O)NC2C=CC(C3SC(CCC(OC)=O)=NC=3)=CC=2)C=CC=1.[NH2:32][C:33]1[CH:38]=[CH:37][C:36]([C:39]2[S:43][C:42]([CH:44]3[CH2:49][CH2:48][CH:47]([CH2:50][C:51]([O:53][CH2:54][CH3:55])=[O:52])[CH2:46][CH2:45]3)=[N:41][CH:40]=2)=[CH:35][CH:34]=1.[F:56][C:57]1[CH:62]=[C:61]([F:63])[C:60]([F:64])=[CH:59][C:58]=1[N:65]=[C:66]=[O:67].